Dataset: Full USPTO retrosynthesis dataset with 1.9M reactions from patents (1976-2016). Task: Predict the reactants needed to synthesize the given product. (1) Given the product [CH3:1][O:2][C:3](=[O:12])[C:4]1[CH:9]=[CH:8][C:7]([CH2:10][N:17]2[CH2:18][CH2:19][N:14]([CH3:13])[CH2:15][CH2:16]2)=[CH:6][CH:5]=1, predict the reactants needed to synthesize it. The reactants are: [CH3:1][O:2][C:3](=[O:12])[C:4]1[CH:9]=[CH:8][C:7]([CH2:10]Cl)=[CH:6][CH:5]=1.[CH3:13][N:14]1[CH2:19][CH2:18][NH:17][CH2:16][CH2:15]1.[I-].[Na+]. (2) Given the product [CH3:2][C:1]1[N:14]([CH2:13][CH2:12][N:9]2[CH2:8][CH2:7][O:6][CH2:11][CH2:10]2)[C:15]([SH:16])=[N:5][N:4]=1, predict the reactants needed to synthesize it. The reactants are: [C:1]([NH:4][NH2:5])(=O)[CH3:2].[O:6]1[CH2:11][CH2:10][N:9]([CH2:12][CH2:13][N:14]=[C:15]=[S:16])[CH2:8][CH2:7]1.